Task: Predict which catalyst facilitates the given reaction.. Dataset: Catalyst prediction with 721,799 reactions and 888 catalyst types from USPTO (1) Reactant: Cl.[Br:2][C:3]1[CH:4]=[CH:5][C:6]([S:10][CH2:11][CH2:12][CH2:13][Cl:14])=[C:7]([NH2:9])[CH:8]=1.[N:15]([O-])=O.[Na+].Cl[Sn]Cl.Cl. Product: [ClH:14].[Br:2][C:3]1[CH:4]=[CH:5][C:6]([S:10][CH2:11][CH2:12][CH2:13][Cl:14])=[C:7]([NH:9][NH2:15])[CH:8]=1. The catalyst class is: 6. (2) Reactant: [CH3:1][C:2]([O:6][CH2:7][CH:8]1[CH2:12][CH:11]=[C:10]([CH3:13])[C:9]1([CH3:15])[CH3:14])([CH3:5])[CH:3]=[O:4].[CH3:16][Mg]Cl.C(O)(=O)CC(CC(O)=O)(C(O)=O)O. Product: [CH3:5][C:2]([O:6][CH2:7][CH:8]1[CH2:12][CH:11]=[C:10]([CH3:13])[C:9]1([CH3:15])[CH3:14])([CH3:1])[CH:3]([OH:4])[CH3:16]. The catalyst class is: 1. (3) Reactant: [F:1][C:2]([F:26])([F:25])[C:3]1[CH:24]=[CH:23][CH:22]=[CH:21][C:4]=1[O:5][CH:6]1[CH2:11][CH2:10][N:9]([C:12]2[N:17]=[N:16][C:15]([C:18](O)=[O:19])=[CH:14][CH:13]=2)[CH2:8][CH2:7]1.[NH2:27][CH2:28][CH:29]([CH:31]1[CH2:33][CH2:32]1)[OH:30].CN(C(ON1N=NC2C=CC=NC1=2)=[N+](C)C)C.F[P-](F)(F)(F)(F)F.C(N(CC)C(C)C)(C)C. Product: [CH:31]1([CH:29]([OH:30])[CH2:28][NH:27][C:18]([C:15]2[N:16]=[N:17][C:12]([N:9]3[CH2:10][CH2:11][CH:6]([O:5][C:4]4[CH:21]=[CH:22][CH:23]=[CH:24][C:3]=4[C:2]([F:26])([F:1])[F:25])[CH2:7][CH2:8]3)=[CH:13][CH:14]=2)=[O:19])[CH2:33][CH2:32]1. The catalyst class is: 18. (4) Reactant: [CH3:1][O:2][C:3](=[O:10])[CH2:4][CH2:5][C:6]([CH2:8]Cl)=[O:7]. Product: [C:3]([OH:10])(=[O:2])[CH2:4][CH2:5][C:6]([CH3:8])=[O:7].[CH3:1][O:2][C:3](=[O:10])[CH2:4][CH2:5][C:6]([CH3:8])=[O:7]. The catalyst class is: 5. (5) Reactant: Cl[C:2]1[CH:7]=[C:6]([CH:8]2[CH2:13][CH2:12][N:11]([CH:14]3[CH2:17][O:16][CH2:15]3)[CH2:10][CH2:9]2)[CH:5]=[C:4]([N:18]2[CH2:21][CH:20]([O:22][CH3:23])[CH2:19]2)[N:3]=1.CC1(C)C(C)(C)OB([C:32]2[CH:33]=[C:34]([C:39]([F:42])([F:41])[F:40])[C:35]([NH2:38])=[N:36][CH:37]=2)O1.C(=O)([O-])[O-].[Cs+].[Cs+]. Product: [CH3:23][O:22][CH:20]1[CH2:21][N:18]([C:4]2[N:3]=[C:2]([C:32]3[CH:37]=[N:36][C:35]([NH2:38])=[C:34]([C:39]([F:42])([F:41])[F:40])[CH:33]=3)[CH:7]=[C:6]([CH:8]3[CH2:13][CH2:12][N:11]([CH:14]4[CH2:17][O:16][CH2:15]4)[CH2:10][CH2:9]3)[CH:5]=2)[CH2:19]1. The catalyst class is: 117. (6) Reactant: [CH3:1][C:2]([O:5][C:6]([N:8]([CH2:10][C:11]1[CH:20]=[CH:19][C:14]([C:15]([O:17][CH3:18])=[O:16])=[C:13]([C:21]#[CH:22])[CH:12]=1)[CH3:9])=[O:7])([CH3:4])[CH3:3]. Product: [CH3:4][C:2]([O:5][C:6]([N:8]([CH2:10][C:11]1[CH:20]=[CH:19][C:14]([C:15]([O:17][CH3:18])=[O:16])=[C:13]([CH2:21][CH3:22])[CH:12]=1)[CH3:9])=[O:7])([CH3:1])[CH3:3]. The catalyst class is: 256. (7) Reactant: [CH3:1][O:2][C:3]1[CH:20]=[CH:19][C:6]([CH2:7][O:8][C:9]2[CH:10]=[CH:11][C:12]3[N:13]([CH:15]=[C:16]([NH2:18])[N:17]=3)[CH:14]=2)=[CH:5][CH:4]=1.[CH:21]1([C:24](Cl)=[O:25])[CH2:23][CH2:22]1. Product: [CH3:1][O:2][C:3]1[CH:4]=[CH:5][C:6]([CH2:7][O:8][C:9]2[CH:10]=[CH:11][C:12]3[N:13]([CH:15]=[C:16]([NH:18][C:24]([CH:21]4[CH2:23][CH2:22]4)=[O:25])[N:17]=3)[CH:14]=2)=[CH:19][CH:20]=1. The catalyst class is: 395.